This data is from Forward reaction prediction with 1.9M reactions from USPTO patents (1976-2016). The task is: Predict the product of the given reaction. (1) Given the reactants [C:1]([OH:6])(=[O:5])[C:2]([CH3:4])=[CH2:3].[C:7]([C:11](=[CH2:15])[C:12]([NH2:14])=[O:13])([CH3:10])([CH3:9])[CH3:8], predict the reaction product. The product is: [C:1]([OH:6])(=[O:5])[C:2]([CH3:4])=[CH2:3].[C:7]([C:11](=[CH2:15])[C:12]([NH2:14])=[O:13])([CH3:10])([CH3:9])[CH3:8]. (2) Given the reactants Br[C:2]1[CH:7]=[CH:6][C:5]([NH:8][C:9](=[O:23])[NH:10][C:11]2[CH:21]=[CH:20][C:14]([C:15]([N:17]([CH3:19])[CH3:18])=[O:16])=[C:13]([F:22])[CH:12]=2)=[CH:4][CH:3]=1.[B:24]1([B:24]2[O:28][C:27]([CH3:30])([CH3:29])[C:26]([CH3:32])([CH3:31])[O:25]2)[O:28][C:27]([CH3:30])([CH3:29])[C:26]([CH3:32])([CH3:31])[O:25]1.CC([O-])=O.[K+].C(Cl)Cl, predict the reaction product. The product is: [F:22][C:13]1[CH:12]=[C:11]([NH:10][C:9]([NH:8][C:5]2[CH:6]=[CH:7][C:2]([B:24]3[O:28][C:27]([CH3:30])([CH3:29])[C:26]([CH3:32])([CH3:31])[O:25]3)=[CH:3][CH:4]=2)=[O:23])[CH:21]=[CH:20][C:14]=1[C:15]([N:17]([CH3:19])[CH3:18])=[O:16].